This data is from Full USPTO retrosynthesis dataset with 1.9M reactions from patents (1976-2016). The task is: Predict the reactants needed to synthesize the given product. The reactants are: [O:1]1[CH2:15][CH:2]1[CH2:3][N:4]1[C:8](=[O:9])[C:7]2=[CH:10][CH:11]=[CH:12][CH:13]=[C:6]2[C:5]1=[O:14].[N-:16]=[N+:17]=[N-:18].[Na+].[Cl-].[NH4+]. Given the product [N:16]([CH2:15][CH:2]([OH:1])[CH2:3][N:4]1[C:8](=[O:9])[C:7]2=[CH:10][CH:11]=[CH:12][CH:13]=[C:6]2[C:5]1=[O:14])=[N+:17]=[N-:18], predict the reactants needed to synthesize it.